The task is: Predict the product of the given reaction.. This data is from Forward reaction prediction with 1.9M reactions from USPTO patents (1976-2016). (1) Given the reactants [CH:1]1[CH:10]=[C:9]([OH:11])[CH:8]=[C:7]2[C:2]=1[CH:3]1[O:14][C:13]3[CH:15]=[CH:16][CH:17]=[CH:18][C:12]=3[CH:4]1[CH2:5][O:6]2.[H-].[Na+].[CH:21](I)([CH3:23])[CH3:22].Cl, predict the reaction product. The product is: [CH:21]([O:11][C:9]1[CH:8]=[C:7]2[C:2]([CH:3]3[O:14][C:13]4[CH:15]=[CH:16][CH:17]=[CH:18][C:12]=4[CH:4]3[CH2:5][O:6]2)=[CH:1][CH:10]=1)([CH3:23])[CH3:22]. (2) Given the reactants [N:1]([CH2:4][CH2:5][O:6][CH2:7][CH2:8][O:9][CH2:10][CH2:11][O:12][CH2:13][CH2:14][NH:15][C:16](=[O:53])[CH2:17][CH2:18][C@@H:19]([C:46]([O:48]C(C)(C)C)=[O:47])[NH:20][C:21](=[O:45])[CH2:22][CH2:23][CH2:24][CH2:25][CH2:26][CH2:27][CH2:28][CH2:29][CH2:30][CH2:31][CH2:32][CH2:33][CH2:34][CH2:35][CH2:36][CH2:37][C:38]([O:40]C(C)(C)C)=[O:39])=[N+:2]=[N-:3].C(O)(C(F)(F)F)=O, predict the reaction product. The product is: [N:1]([CH2:4][CH2:5][O:6][CH2:7][CH2:8][O:9][CH2:10][CH2:11][O:12][CH2:13][CH2:14][NH:15][C:16](=[O:53])[CH2:17][CH2:18][C@@H:19]([C:46]([OH:48])=[O:47])[NH:20][C:21](=[O:45])[CH2:22][CH2:23][CH2:24][CH2:25][CH2:26][CH2:27][CH2:28][CH2:29][CH2:30][CH2:31][CH2:32][CH2:33][CH2:34][CH2:35][CH2:36][CH2:37][C:38]([OH:40])=[O:39])=[N+:2]=[N-:3]. (3) Given the reactants [F:1][C:2]1[C:3]([NH:21][C:22]2[CH:26]=[C:25]([CH3:27])[NH:24][N:23]=2)=[N:4][C:5]([NH:11][C@H:12]([C:14]2[CH:19]=[CH:18][C:17]([F:20])=[CH:16][CH:15]=2)[CH3:13])=[C:6]([N+:8]([O-])=O)[CH:7]=1.[NH4+].[Cl-].CCOC(C)=O, predict the reaction product. The product is: [F:1][C:2]1[CH:7]=[C:6]([NH2:8])[C:5]([NH:11][C@H:12]([C:14]2[CH:19]=[CH:18][C:17]([F:20])=[CH:16][CH:15]=2)[CH3:13])=[N:4][C:3]=1[NH:21][C:22]1[CH:26]=[C:25]([CH3:27])[NH:24][N:23]=1. (4) Given the reactants [Cl:1][C:2]1[CH:7]=[CH:6][CH:5]=[CH:4][C:3]=1[S:8][C:9]1[CH:10]=[C:11]([S:22]CCC(OC)=O)[CH:12]=[N:13][C:14]=1[NH:15][C:16]1[S:17][CH:18]=[C:19]([CH3:21])[N:20]=1.Br[CH:30]([C:32]1[CH:37]=[CH:36][CH:35]=[CH:34][N:33]=1)[CH3:31], predict the reaction product. The product is: [ClH:1].[ClH:1].[Cl:1][C:2]1[CH:7]=[CH:6][CH:5]=[CH:4][C:3]=1[S:8][C:9]1[C:14]([NH:15][C:16]2[S:17][CH:18]=[C:19]([CH3:21])[N:20]=2)=[N:13][CH:12]=[C:11]([S:22][CH:30]([C:32]2[CH:37]=[CH:36][CH:35]=[CH:34][N:33]=2)[CH3:31])[CH:10]=1. (5) Given the reactants [Li]CCCC.[Br:6][C:7]1[CH:8]=[CH:9][C:10]2[C:11]([CH:22]=1)=[C:12]([C:15]1[CH:20]=[CH:19][CH:18]=[C:17]([Cl:21])[CH:16]=1)[O:13][N:14]=2.[N:23]1[C:32]2[C:27](=[CH:28][C:29]([CH:33]=[O:34])=[CH:30][CH:31]=2)[CH:26]=[CH:25][CH:24]=1.O, predict the reaction product. The product is: [Br:6][C:7]1[CH:8]=[CH:9][C:10]2[C:11]([CH:22]=1)=[C:12]([C:15]1[CH:20]=[CH:19][CH:18]=[C:17]([Cl:21])[CH:16]=1)[O:13][N:14]=2.[Cl:21][C:17]1[CH:16]=[C:15]([C:12]2[O:13][N:14]=[C:10]3[CH:9]=[CH:8][C:7]([CH:33]([C:29]4[CH:28]=[C:27]5[C:32](=[CH:31][CH:30]=4)[N:23]=[CH:24][CH:25]=[CH:26]5)[OH:34])=[CH:22][C:11]=23)[CH:20]=[CH:19][CH:18]=1. (6) Given the reactants [CH3:1][CH:2]([O:12][C:13](=[O:32])[C:14]1[C:19](OS(C(F)(F)F)(=O)=O)=[CH:18][C:17]([O:28][CH3:29])=[CH:16][C:15]=1[O:30][CH3:31])[CH2:3][CH2:4][C:5](=[O:11])[CH2:6][CH2:7][CH2:8][CH:9]=[CH2:10].[Cl-].[Li+].[CH:35]([Sn](CCCC)(CCCC)CCCC)=[CH2:36].O, predict the reaction product. The product is: [CH3:1][CH:2]([O:12][C:13](=[O:32])[C:14]1[C:19]([CH:35]=[CH2:36])=[CH:18][C:17]([O:28][CH3:29])=[CH:16][C:15]=1[O:30][CH3:31])[CH2:3][CH2:4][C:5](=[O:11])[CH2:6][CH2:7][CH2:8][CH:9]=[CH2:10]. (7) Given the reactants Cl.[O:2]=[C:3]1[NH:11][C:6]2=[N:7][CH:8]=[CH:9][CH:10]=[C:5]2[C:4]21[CH2:19][C:18]1[C:13](=[CH:14][CH:15]=[C:16]([NH:20][C:21]3[N:26]=[CH:25][N:24]=[C:23]([C:27]([OH:29])=O)[CH:22]=3)[CH:17]=1)[CH2:12]2.[NH:30]1[C:38]2[CH:37]=[CH:36][N:35]=[CH:34][C:33]=2[CH2:32][CH2:31]1.CCN(C(C)C)C(C)C.CN(C(ON1N=NC2C=CC=CC1=2)=[N+](C)C)C.[B-](F)(F)(F)F, predict the reaction product. The product is: [N:30]1([C:27]([C:23]2[N:24]=[CH:25][N:26]=[C:21]([NH:20][C:16]3[CH:17]=[C:18]4[C:13](=[CH:14][CH:15]=3)[CH2:12][C:4]3([C:5]5[C:6](=[N:7][CH:8]=[CH:9][CH:10]=5)[NH:11][C:3]3=[O:2])[CH2:19]4)[CH:22]=2)=[O:29])[C:38]2[CH:37]=[CH:36][N:35]=[CH:34][C:33]=2[CH2:32][CH2:31]1.